From a dataset of Full USPTO retrosynthesis dataset with 1.9M reactions from patents (1976-2016). Predict the reactants needed to synthesize the given product. (1) The reactants are: [OH-].[Na+].[NH2:3][C@H:4]([C:8]([OH:10])=[O:9])[CH:5]([CH3:7])[CH3:6].C([O-])([O-])=O.[Na+].[Na+].Cl[C:18]([O:20][CH3:21])=[O:19]. Given the product [CH3:21][O:20][C:18]([NH:3][C@@H:4]([CH:5]([CH3:7])[CH3:6])[C:8]([OH:10])=[O:9])=[O:19], predict the reactants needed to synthesize it. (2) Given the product [CH3:1][S:2]([C:5]1[CH:11]=[CH:10][C:8]([NH:9][C:16]([C:17]2[CH:22]=[CH:21][CH:20]=[CH:19][CH:18]=2)=[NH:23])=[CH:7][CH:6]=1)(=[O:3])=[O:4], predict the reactants needed to synthesize it. The reactants are: [CH3:1][S:2]([C:5]1[CH:11]=[CH:10][C:8]([NH2:9])=[CH:7][CH:6]=1)(=[O:4])=[O:3].C[Al](C)C.[C:16](#[N:23])[C:17]1[CH:22]=[CH:21][CH:20]=[CH:19][CH:18]=1. (3) The reactants are: [C:1]1([O:7][C:8](=[O:16])[NH:9][C:10]2[CH:11]=[N:12][CH:13]=[CH:14][CH:15]=2)[CH:6]=[CH:5][CH:4]=[CH:3][CH:2]=1.N[C:18]1C=NC=CC=1. Given the product [C:1]1([O:7][C:8](=[O:16])[NH:9][CH2:10][C:11]2[CH:18]=[CH:15][CH:14]=[CH:13][N:12]=2)[CH:2]=[CH:3][CH:4]=[CH:5][CH:6]=1, predict the reactants needed to synthesize it. (4) Given the product [Br:1][C:2]1[CH:7]=[C:6]([O:8][CH3:9])[CH:5]=[C:4]([CH2:10][Cl:16])[C:3]=1[O:12][CH3:13], predict the reactants needed to synthesize it. The reactants are: [Br:1][C:2]1[C:3]([O:12][CH3:13])=[C:4]([CH2:10]O)[CH:5]=[C:6]([O:8][CH3:9])[CH:7]=1.O=S(Cl)[Cl:16].O. (5) Given the product [CH3:20][C:21]1([CH3:45])[CH2:30][CH2:29][C:28]2[N:27]=[CH:26][N:25]=[C:24]([N:31]3[CH2:37][C:36]4[CH:38]=[C:39]([C:2]5[CH:3]=[C:4]6[N:10]([CH2:11][O:12][CH2:13][CH2:14][Si:15]([CH3:18])([CH3:17])[CH3:16])[C:9]([CH3:19])=[N:8][C:5]6=[N:6][CH:7]=5)[CH:40]=[CH:41][C:35]=4[O:34][CH2:33][CH2:32]3)[C:23]=2[CH2:22]1, predict the reactants needed to synthesize it. The reactants are: Br[C:2]1[CH:3]=[C:4]2[N:10]([CH2:11][O:12][CH2:13][CH2:14][Si:15]([CH3:18])([CH3:17])[CH3:16])[C:9]([CH3:19])=[N:8][C:5]2=[N:6][CH:7]=1.[CH3:20][C:21]1([CH3:45])[CH2:30][CH2:29][C:28]2[N:27]=[CH:26][N:25]=[C:24]([N:31]3[CH2:37][C:36]4[CH:38]=[C:39](B(O)O)[CH:40]=[CH:41][C:35]=4[O:34][CH2:33][CH2:32]3)[C:23]=2[CH2:22]1.C(N(CC)C(C)C)(C)C.O. (6) Given the product [Cl:1][C:2]1[N:11]=[CH:10][C:9]2[N:8]([C:27]3[CH:32]=[CH:31][CH:30]=[CH:29][CH:28]=3)[C:7](=[O:12])[C:6]([CH3:13])([CH3:14])[N:5]([CH2:15][CH2:16][CH:17]([CH3:19])[CH3:18])[C:4]=2[N:3]=1, predict the reactants needed to synthesize it. The reactants are: [Cl:1][C:2]1[N:11]=[CH:10][C:9]2[NH:8][C:7](=[O:12])[C:6]([CH3:14])([CH3:13])[N:5]([CH2:15][CH2:16][CH:17]([CH3:19])[CH3:18])[C:4]=2[N:3]=1.C(N(CC)CC)C.[C:27]1(B(O)O)[CH:32]=[CH:31][CH:30]=[CH:29][CH:28]=1.